From a dataset of Full USPTO retrosynthesis dataset with 1.9M reactions from patents (1976-2016). Predict the reactants needed to synthesize the given product. (1) Given the product [C:20]1([CH3:26])[CH:21]=[CH:22][CH:23]=[C:24]([O:1][CH2:2][CH2:3][CH2:4][C:5]2[C:13]3[C:8](=[CH:9][CH:10]=[CH:11][CH:12]=3)[NH:7][C:6]=2[C:14]([O:16][CH2:17][CH3:18])=[O:15])[CH:19]=1, predict the reactants needed to synthesize it. The reactants are: [OH:1][CH2:2][CH2:3][CH2:4][C:5]1[C:13]2[C:8](=[CH:9][CH:10]=[CH:11][CH:12]=2)[NH:7][C:6]=1[C:14]([O:16][CH2:17][CH3:18])=[O:15].[CH:19]1[C:24](O)=[CH:23][CH:22]=[CH:21][C:20]=1[CH3:26]. (2) Given the product [C:38]([O:1][CH2:2][C:3]1[C:8]([CH3:9])=[N:7][C:6]([CH2:10][C:11]([CH3:12])([CH3:13])[CH3:14])=[C:5]([CH2:15][NH:16][C:17]([O:18][C:19]([CH3:21])([CH3:22])[CH3:20])=[O:23])[C:4]=1[C:24]1[CH:29]=[CH:28][C:27]([CH3:30])=[CH:26][CH:25]=1)(=[O:40])[CH3:39], predict the reactants needed to synthesize it. The reactants are: [OH:1][CH2:2][C:3]1[C:4]([C:24]2[CH:29]=[CH:28][C:27]([CH3:30])=[CH:26][CH:25]=2)=[C:5]([CH2:15][NH:16][C:17](=[O:23])[O:18][C:19]([CH3:22])([CH3:21])[CH3:20])[C:6]([CH2:10][C:11]([CH3:14])([CH3:13])[CH3:12])=[N:7][C:8]=1[CH3:9].C(N(CC)CC)C.[C:38](Cl)(=[O:40])[CH3:39].C(=O)([O-])O.[Na+].